This data is from Catalyst prediction with 721,799 reactions and 888 catalyst types from USPTO. The task is: Predict which catalyst facilitates the given reaction. (1) Reactant: C=C[CH2:3][CH2:4]/[CH:5]=[CH:6]\[CH:7]=[CH:8]/[CH2:9][CH2:10][CH2:11][CH2:12][CH2:13][CH2:14][CH2:15][CH2:16][C@@H:17]1[O:21][C@H:20]([C@H:22]2[O:27][O:26][C@H:25]([CH2:28][C:29]([OH:31])=[O:30])[CH2:24][CH2:23]2)[CH2:19][CH2:18]1.[CH2:32]=CCCC/C=C/C=C\CCCCCCCC[C@@H]1O[C@H]([C@@H]2OO[C@H](CC(O)=O)CC2)CC1. Product: [CH3:32][O:31][C:29]([CH2:28][C@H:25]1[O:26][O:27][C@H:22]([C@H:20]2[O:21][C@H:17]([CH2:16][CH2:15][CH2:14][CH2:13][CH2:12][CH2:11]/[CH:10]=[CH:9]\[CH:8]=[CH:7]/[CH2:6][CH2:5][CH:4]=[CH2:3])[CH2:18][CH2:19]2)[CH2:23][CH2:24]1)=[O:30]. The catalyst class is: 28. (2) Reactant: [Br:1][C:2]1[CH:3]=[N:4][C:5]([O:8]N2C3=NC=CC=C3N=N2)=[N:6][CH:7]=1.C([CH2:21][C:22]1[CH:27]=[CH:26][CH:25]=[CH:24][C:23]=1B(O)O)(O)=O.[C:31]([O-])([O-])=[O:32].[Cs+].[Cs+].C[O:38]CCOC. Product: [CH3:31][O:32][C:21](=[O:38])[C:22]1[CH:23]=[CH:24][CH:25]=[CH:26][C:27]=1[O:8][C:5]1[N:6]=[CH:7][C:2]([Br:1])=[CH:3][N:4]=1. The catalyst class is: 73. (3) Reactant: Cl[C:2]1[C:7]([N+:8]([O-:10])=[O:9])=[C:6]([Cl:11])[N:5]=[CH:4][N:3]=1.[CH3:12][S:13]([C:16]1[CH:21]=[CH:20][C:19]([NH:22][CH3:23])=[CH:18][CH:17]=1)(=[O:15])=[O:14].C(N(C(C)C)CC)(C)C. Product: [Cl:11][C:6]1[N:5]=[CH:4][N:3]=[C:2]([N:22]([CH3:23])[C:19]2[CH:18]=[CH:17][C:16]([S:13]([CH3:12])(=[O:15])=[O:14])=[CH:21][CH:20]=2)[C:7]=1[N+:8]([O-:10])=[O:9]. The catalyst class is: 1. (4) The catalyst class is: 634. Product: [CH3:37][O:38][C:39]1[CH:46]=[CH:45][C:42]([CH2:43][NH:44][C:6]([C:5]2[CH:4]=[CH:3][C:2]([C:1]([O:12][CH3:13])=[O:11])=[CH:10][CH:9]=2)=[O:8])=[C:41]([C:47]([F:48])([F:49])[F:50])[CH:40]=1. Reactant: [C:1]([O:12][CH3:13])(=[O:11])[C:2]1[CH:10]=[CH:9][C:5]([C:6]([O-:8])=O)=[CH:4][CH:3]=1.C1C=CC2N(O)N=NC=2C=1.C(Cl)CCl.CCN(C(C)C)C(C)C.[CH3:37][O:38][C:39]1[CH:46]=[CH:45][C:42]([CH2:43][NH2:44])=[C:41]([C:47]([F:50])([F:49])[F:48])[CH:40]=1.